Predict the product of the given reaction. From a dataset of Forward reaction prediction with 1.9M reactions from USPTO patents (1976-2016). (1) Given the reactants Cl.[Br:2][C:3]1[CH:8]=[CH:7][C:6]([CH2:9][NH2:10])=[C:5]([F:11])[CH:4]=1.C(N(CC)CC)C.[C:19](O[C:19]([O:21][C:22]([CH3:25])([CH3:24])[CH3:23])=[O:20])([O:21][C:22]([CH3:25])([CH3:24])[CH3:23])=[O:20], predict the reaction product. The product is: [Br:2][C:3]1[CH:8]=[CH:7][C:6]([CH2:9][NH:10][C:19](=[O:20])[O:21][C:22]([CH3:25])([CH3:24])[CH3:23])=[C:5]([F:11])[CH:4]=1. (2) Given the reactants O=[CH:2][C:3]1[CH:11]=[CH:10][C:8]([OH:9])=[C:5]([O:6][CH3:7])[CH:4]=1.Cl.[CH2:13]([O:15][C:16](=[O:21])[C@H:17]([CH2:19][SH:20])[NH2:18])[CH3:14].C(N(C(C)C)C(C)C)C.O, predict the reaction product. The product is: [OH:9][C:8]1[CH:10]=[CH:11][C:3]([CH:2]2[NH:18][CH:17]([C:16]([O:15][CH2:13][CH3:14])=[O:21])[CH2:19][S:20]2)=[CH:4][C:5]=1[O:6][CH3:7].